Dataset: Peptide-MHC class II binding affinity with 134,281 pairs from IEDB. Task: Regression. Given a peptide amino acid sequence and an MHC pseudo amino acid sequence, predict their binding affinity value. This is MHC class II binding data. (1) The peptide sequence is SRGNRAFIAINLQKN. The MHC is DRB1_1501 with pseudo-sequence DRB1_1501. The binding affinity (normalized) is 0.690. (2) The binding affinity (normalized) is 0.363. The MHC is DRB1_0401 with pseudo-sequence DRB1_0401. The peptide sequence is AFKVAATAAAAAPAN. (3) The peptide sequence is VADDLTAAINKGILV. The MHC is DRB1_1101 with pseudo-sequence DRB1_1101. The binding affinity (normalized) is 0. (4) The MHC is HLA-DQA10102-DQB10502 with pseudo-sequence HLA-DQA10102-DQB10502. The peptide sequence is EPGHLAPTGMFVAGA. The binding affinity (normalized) is 0.174. (5) The peptide sequence is NLDVYDWSIPDDLLA. The MHC is DRB4_0101 with pseudo-sequence DRB4_0103. The binding affinity (normalized) is 0.0545. (6) The peptide sequence is EKKVFAATQFEPLAA. The MHC is HLA-DQA10501-DQB10201 with pseudo-sequence HLA-DQA10501-DQB10201. The binding affinity (normalized) is 0.381. (7) The peptide sequence is INEPTAAFIAYGLDR. The MHC is HLA-DQA10501-DQB10301 with pseudo-sequence HLA-DQA10501-DQB10301. The binding affinity (normalized) is 0.643. (8) The peptide sequence is TCGFVDERGLYKSLK. The MHC is DRB1_0401 with pseudo-sequence DRB1_0401. The binding affinity (normalized) is 0.189. (9) The peptide sequence is KYAPLYAAEAKRVFSLEKKM. The MHC is HLA-DQA10301-DQB10302 with pseudo-sequence HLA-DQA10301-DQB10302. The binding affinity (normalized) is 0.